Task: Predict the reactants needed to synthesize the given product.. Dataset: Full USPTO retrosynthesis dataset with 1.9M reactions from patents (1976-2016) (1) Given the product [C:1]([O:5][C:6]([N:8]([CH3:22])[C@H:9]([C:10]([NH:75][C@H:74]([C:76]([N:78]([C@H:79]([CH:88]([CH3:90])[CH3:89])/[CH:80]=[C:81](\[CH3:87])/[C:82]([O:84][CH2:85][CH3:86])=[O:83])[CH3:91])=[O:77])[C:73]([S:72][CH2:71][C:70]1[CH:69]=[CH:68][C:67]([O:66][CH3:65])=[CH:95][CH:94]=1)([CH3:92])[CH3:93])=[O:11])[C:13]([CH3:21])([CH3:14])[C:15]1[CH:20]=[CH:19][CH:18]=[CH:17][CH:16]=1)=[O:7])([CH3:3])([CH3:2])[CH3:4], predict the reactants needed to synthesize it. The reactants are: [C:1]([O:5][C:6]([N:8]([CH3:22])[C@@H:9]([C:13]([CH3:21])([C:15]1[CH:20]=[CH:19][CH:18]=[CH:17][CH:16]=1)[CH3:14])[C:10](O)=[O:11])=[O:7])([CH3:4])([CH3:3])[CH3:2].F[P-](F)(F)(F)(F)F.N1(O[P+](N2CCCC2)(N2CCCC2)N2CCCC2)C2C=CC=CC=2N=N1.C(N(C(C)C)CC)(C)C.[CH3:65][O:66][C:67]1[CH:95]=[CH:94][C:70]([CH2:71][S:72][C:73]([CH3:93])([CH3:92])[C@@H:74]([C:76]([N:78]([CH3:91])[C@H:79]([CH:88]([CH3:90])[CH3:89])/[CH:80]=[C:81](\[CH3:87])/[C:82]([O:84][CH2:85][CH3:86])=[O:83])=[O:77])[NH2:75])=[CH:69][CH:68]=1. (2) Given the product [CH3:1][O:2][C:3](=[O:23])[NH:4][CH2:5][C@H:6]([CH2:11][C:12](=[O:22])[NH2:13])[CH2:7][CH:8]([CH3:9])[CH3:10], predict the reactants needed to synthesize it. The reactants are: [CH3:1][O:2][C:3](=[O:23])[NH:4][CH2:5][C@H:6]([CH2:11][C:12](=[O:22])[NH:13][C@H](C1C=CC=CC=1)C)[CH2:7][CH:8]([CH3:10])[CH3:9].O1CCCC1.N.[Na]. (3) Given the product [CH3:38][N:39]([CH3:40])[C:31](=[O:30])[NH:1][C:2]1[CH:7]=[C:6]([O:8][C:9]2[CH:14]=[CH:13][C:12]([NH:15][C:16](=[O:25])[O:17][CH2:18][C:19]3[CH:24]=[CH:23][CH:22]=[CH:21][CH:20]=3)=[C:11]([F:26])[CH:10]=2)[CH:5]=[CH:4][N:3]=1, predict the reactants needed to synthesize it. The reactants are: [NH2:1][C:2]1[CH:7]=[C:6]([O:8][C:9]2[CH:14]=[CH:13][C:12]([NH:15][C:16](=[O:25])[O:17][CH2:18][C:19]3[CH:24]=[CH:23][CH:22]=[CH:21][CH:20]=3)=[C:11]([F:26])[CH:10]=2)[CH:5]=[CH:4][N:3]=1.ClC([O:30][C:31]1C=CC=CC=1)=O.Cl.[CH3:38][NH:39][CH3:40]. (4) Given the product [Br:1][C:2]1[CH:3]=[C:4]([C:8]2[CH:13]([CH2:14][OH:15])[CH2:12][O:11][CH2:10][CH:9]=2)[CH:5]=[CH:6][CH:7]=1, predict the reactants needed to synthesize it. The reactants are: [Br:1][C:2]1[CH:3]=[C:4]([C:8]2[CH2:9][CH2:10][O:11][CH2:12][CH:13]=2)[CH:5]=[CH:6][CH:7]=1.[CH2:14]=[O:15].[Cl-].C[Al+]C. (5) Given the product [Br:1][C:2]1[CH:10]=[C:9]([O:11][CH2:12][C:13]2[CH:14]=[CH:15][CH:16]=[CH:17][CH:18]=2)[C:8]2[N:7]([CH3:35])[C:6]3[CH2:19][CH:20]4[NH:24][CH:23]([C:5]=3[C:4]=2[C:3]=1[C:25]([O:27][C:28]([CH3:31])([CH3:30])[CH3:29])=[O:26])[CH2:22][CH2:21]4, predict the reactants needed to synthesize it. The reactants are: [Br:1][C:2]1[CH:10]=[C:9]([O:11][CH2:12][C:13]2[CH:18]=[CH:17][CH:16]=[CH:15][CH:14]=2)[C:8]2[NH:7][C:6]3[CH2:19][CH:20]4[NH:24][CH:23]([C:5]=3[C:4]=2[C:3]=1[C:25]([O:27][C:28]([CH3:31])([CH3:30])[CH3:29])=[O:26])[CH2:22][CH2:21]4.[H-].[Na+].I[CH3:35]. (6) Given the product [F:10][CH:9]([F:11])[O:8][C:5]1[CH:6]=[CH:7][C:2]([C:19]#[C:18][Si:20]([CH3:23])([CH3:22])[CH3:21])=[CH:3][C:4]=1[CH3:12], predict the reactants needed to synthesize it. The reactants are: Br[C:2]1[CH:7]=[CH:6][C:5]([O:8][CH:9]([F:11])[F:10])=[C:4]([CH3:12])[CH:3]=1.N1CCCC1.[C:18]([Si:20]([CH3:23])([CH3:22])[CH3:21])#[CH:19]. (7) Given the product [CH:1]1([C:6]2([CH2:14][CH2:15][C:16]3[CH:21]=[CH:20][C:19]([C:22]4([C:26]#[N:27])[CH2:23][CH2:24][CH2:25]4)=[C:18]([F:28])[CH:17]=3)[CH2:11][C:10]([OH:12])=[C:9]([CH2:39][C:37]3[N:38]=[C:33]4[N:32]=[CH:31][C:30]([CH3:29])=[CH:35][N:34]4[N:36]=3)[C:8](=[O:13])[O:7]2)[CH2:5][CH2:4][CH2:3][CH2:2]1, predict the reactants needed to synthesize it. The reactants are: [CH:1]1([C:6]2([CH2:14][CH2:15][C:16]3[CH:21]=[CH:20][C:19]([C:22]4([C:26]#[N:27])[CH2:25][CH2:24][CH2:23]4)=[C:18]([F:28])[CH:17]=3)[CH2:11][C:10](=[O:12])[CH2:9][C:8](=[O:13])[O:7]2)[CH2:5][CH2:4][CH2:3][CH2:2]1.[CH3:29][C:30]1[CH:31]=[N:32][C:33]2[N:34]([N:36]=[C:37]([CH:39]=O)[N:38]=2)[CH:35]=1. (8) Given the product [O:1]=[C:2]1[NH:10][C:5]2=[N:6][CH:7]=[CH:8][CH:9]=[C:4]2[N:3]1[CH:11]1[CH2:16][CH2:15][N:14]([C:17]([O:19][C@H:20]2[C:26]3=[N:27][C:28]([Cl:40])=[CH:29][CH:30]=[C:25]3[CH2:24][C@H:23]([C:32]3[CH:37]=[CH:36][CH:35]=[C:34]([F:38])[C:33]=3[F:39])[CH2:22][CH2:21]2)=[O:18])[CH2:13][CH2:12]1, predict the reactants needed to synthesize it. The reactants are: [O:1]=[C:2]1[NH:10][C:5]2=[N:6][CH:7]=[CH:8][CH:9]=[C:4]2[N:3]1[CH:11]1[CH2:16][CH2:15][N:14]([C:17]([O:19][C@H:20]2[C:26]3=[N:27][C:28](N)=[CH:29][CH:30]=[C:25]3[CH2:24][C@H:23]([C:32]3[CH:37]=[CH:36][CH:35]=[C:34]([F:38])[C:33]=3[F:39])[CH2:22][CH2:21]2)=[O:18])[CH2:13][CH2:12]1.[ClH:40].[N+]([O-])([O-])=O.[Na+].[OH-].[Na+].